Task: Predict the reactants needed to synthesize the given product.. Dataset: Full USPTO retrosynthesis dataset with 1.9M reactions from patents (1976-2016) (1) Given the product [S:59]1[C:60]2[CH:66]=[CH:65][CH:64]=[CH:63][C:61]=2[N:62]=[C:58]1[NH:57][C:14](=[O:16])[CH:13]([C:5]1[CH:6]=[CH:7][C:8]([S:9]([CH3:12])(=[O:10])=[O:11])=[C:3]([C:1]#[N:2])[CH:4]=1)[CH2:17][CH:18]1[CH2:22][CH2:21][CH2:20][CH2:19]1, predict the reactants needed to synthesize it. The reactants are: [C:1]([C:3]1[CH:4]=[C:5]([CH:13]([CH2:17][CH:18]2[CH2:22][CH2:21][CH2:20][CH2:19]2)[C:14]([OH:16])=O)[CH:6]=[CH:7][C:8]=1[S:9]([CH3:12])(=[O:11])=[O:10])#[N:2].C(N(CC)CC)C.F[P-](F)(F)(F)(F)F.N1(O[P+](N(C)C)(N(C)C)N(C)C)C2C=CC=CC=2N=N1.[NH2:57][C:58]1[S:59][C:60]2[CH:66]=[CH:65][CH:64]=[CH:63][C:61]=2[N:62]=1. (2) Given the product [C:1]([O:5][C:6](=[O:28])[NH:7][C:8]1[C:13]([NH:14][C:32](=[O:31])[CH2:33][C:34](=[O:46])[C:35]2[CH:40]=[CH:39][CH:38]=[C:37]([N:41]3[CH:45]=[CH:44][N:43]=[N:42]3)[CH:36]=2)=[CH:12][C:11]([C:15]2[CH:20]=[CH:19][CH:18]=[CH:17][C:16]=2[F:21])=[C:10]([O:22][CH2:23][C:24]([F:25])([F:26])[F:27])[CH:9]=1)([CH3:4])([CH3:2])[CH3:3], predict the reactants needed to synthesize it. The reactants are: [C:1]([O:5][C:6](=[O:28])[NH:7][C:8]1[C:13]([NH2:14])=[CH:12][C:11]([C:15]2[CH:20]=[CH:19][CH:18]=[CH:17][C:16]=2[F:21])=[C:10]([O:22][CH2:23][C:24]([F:27])([F:26])[F:25])[CH:9]=1)([CH3:4])([CH3:3])[CH3:2].C([O:31][C:32](=O)[CH2:33][C:34](=[O:46])[C:35]1[CH:40]=[CH:39][CH:38]=[C:37]([N:41]2[CH:45]=[CH:44][N:43]=[N:42]2)[CH:36]=1)C.